From a dataset of Full USPTO retrosynthesis dataset with 1.9M reactions from patents (1976-2016). Predict the reactants needed to synthesize the given product. (1) Given the product [C:1]([C:5]1[CH:6]=[CH:7][C:8]([S:11]([N:14]([CH2:23][C:24]([OH:26])=[O:25])[C:15]2[CH:16]=[N:17][C:18]([CH3:21])=[CH:19][CH:20]=2)(=[O:12])=[O:13])=[CH:9][CH:10]=1)([CH3:4])([CH3:3])[CH3:2], predict the reactants needed to synthesize it. The reactants are: [C:1]([C:5]1[CH:10]=[CH:9][C:8]([S:11]([NH:14][C:15]2[CH:16]=[N:17][C:18]([CH3:21])=[CH:19][CH:20]=2)(=[O:13])=[O:12])=[CH:7][CH:6]=1)([CH3:4])([CH3:3])[CH3:2].Br[CH2:23][C:24]([O:26]C)=[O:25]. (2) The reactants are: [Cl:1][C:2]1[N:3]=[C:4]2[CH:17]=[CH:16][C:15]3=[N:18][N:19]=[C:20]([CH2:21]Cl)[N:14]3[C:5]2=[N:6][C:7]=1[C:8]1[CH:13]=[CH:12][CH:11]=[CH:10][CH:9]=1.[CH3:23][NH:24][CH3:25]. Given the product [Cl:1][C:2]1[N:3]=[C:4]2[CH:17]=[CH:16][C:15]3=[N:18][N:19]=[C:20]([CH2:21][N:24]([CH3:25])[CH3:23])[N:14]3[C:5]2=[N:6][C:7]=1[C:8]1[CH:13]=[CH:12][CH:11]=[CH:10][CH:9]=1, predict the reactants needed to synthesize it. (3) Given the product [Cl:1][C:2]1[CH:3]=[C:4]([CH2:8][N:9]2[C:13](=[S:14])[NH:12][C:11]([C:15]3[CH:23]=[CH:22][C:18]([C:19]([NH:39][CH2:38][CH2:36][OH:37])=[O:21])=[CH:17][CH:16]=3)=[N:10]2)[CH:5]=[CH:6][CH:7]=1, predict the reactants needed to synthesize it. The reactants are: [Cl:1][C:2]1[CH:3]=[C:4]([CH2:8][N:9]2[C:13](=[S:14])[NH:12][C:11]([C:15]3[CH:23]=[CH:22][C:18]([C:19]([OH:21])=O)=[CH:17][CH:16]=3)=[N:10]2)[CH:5]=[CH:6][CH:7]=1.C(N1C=CN=C1)(N1C=CN=C1)=O.[CH2:36]([CH2:38][NH2:39])[OH:37]. (4) The reactants are: [Cl:1][C:2]1[N:3]=[C:4](Cl)[C:5]2[S:21][C:9]3[N:10]=[C:11]([C:15]4[CH:20]=[CH:19][CH:18]=[CH:17][CH:16]=4)[N:12]=[C:13]([CH3:14])[C:8]=3[C:6]=2[N:7]=1.[NH:23]1[CH2:28][CH2:27][NH:26][CH2:25][CH2:24]1. Given the product [Cl:1][C:2]1[N:3]=[C:4]([N:23]2[CH2:28][CH2:27][NH:26][CH2:25][CH2:24]2)[C:5]2[S:21][C:9]3[N:10]=[C:11]([C:15]4[CH:20]=[CH:19][CH:18]=[CH:17][CH:16]=4)[N:12]=[C:13]([CH3:14])[C:8]=3[C:6]=2[N:7]=1, predict the reactants needed to synthesize it. (5) Given the product [OH:1][C:2]1[C:14]([CH3:15])=[CH:13][C:5]2[C:6]([CH2:9][C:10]([O:12][CH2:17][CH3:18])=[O:11])=[CH:7][O:8][C:4]=2[C:3]=1[CH3:16], predict the reactants needed to synthesize it. The reactants are: [OH:1][C:2]1[C:14]([CH3:15])=[CH:13][C:5]2[C:6]([CH2:9][C:10]([OH:12])=[O:11])=[CH:7][O:8][C:4]=2[C:3]=1[CH3:16].[CH2:17](O)[CH3:18]. (6) Given the product [Br:26][CH2:18][C:14]1[C:12]2[N:13]=[C:9]([N:8]([C:19]([O:21][C:22]([CH3:25])([CH3:24])[CH3:23])=[O:20])[C:6]([O:5][C:1]([CH3:4])([CH3:3])[CH3:2])=[O:7])[S:10][C:11]=2[CH:17]=[CH:16][CH:15]=1, predict the reactants needed to synthesize it. The reactants are: [C:1]([O:5][C:6]([N:8]([C:19]([O:21][C:22]([CH3:25])([CH3:24])[CH3:23])=[O:20])[C:9]1[S:10][C:11]2[CH:17]=[CH:16][CH:15]=[C:14]([CH3:18])[C:12]=2[N:13]=1)=[O:7])([CH3:4])([CH3:3])[CH3:2].[Br:26]N1C(=O)CCC1=O.N(C(C)(C)C#N)=NC(C)(C)C#N. (7) Given the product [C:12]([CH2:13][N:6]1[CH2:7][C@H:3]([OH:2])[CH2:4][C@H:5]1[C:8]([O:10][CH3:11])=[O:9])#[N:14], predict the reactants needed to synthesize it. The reactants are: Cl.[OH:2][C@H:3]1[CH2:7][NH:6][C@H:5]([C:8]([O:10][CH3:11])=[O:9])[CH2:4]1.[CH2:12]([N:14](CC)CC)[CH3:13].BrCC#N.